Dataset: Catalyst prediction with 721,799 reactions and 888 catalyst types from USPTO. Task: Predict which catalyst facilitates the given reaction. (1) Reactant: [C:1]1(=[O:39])[N:5]([CH2:6][C:7](=[O:33])[CH2:8][NH:9][C@@H:10]([C:14]2[N:23]([CH2:24][C:25]3[CH:30]=[CH:29][CH:28]=[CH:27][CH:26]=3)[C:22](=[O:31])[C:21]3[C:16](=[CH:17][C:18]([Cl:32])=[CH:19][CH:20]=3)[N:15]=2)[CH:11]([CH3:13])[CH3:12])[C:4](=[O:34])[C:3]2=[CH:35][CH:36]=[CH:37][CH:38]=[C:2]12.CCN(CC)CC.[C:47]1([CH3:56])[C:48]([C:53](Cl)=[O:54])=[CH:49][CH:50]=[CH:51][CH:52]=1. Product: [C:47]1([CH3:56])[C:48]([C:53]([N:9]([CH2:8][C:7](=[O:33])[CH2:6][N:5]2[C:4](=[O:34])[C:3]3=[CH:35][CH:36]=[CH:37][CH:38]=[C:2]3[C:1]2=[O:39])[C@@H:10]([C:14]2[N:23]([CH2:24][C:25]3[CH:26]=[CH:27][CH:28]=[CH:29][CH:30]=3)[C:22](=[O:31])[C:21]3[C:16](=[CH:17][C:18]([Cl:32])=[CH:19][CH:20]=3)[N:15]=2)[CH:11]([CH3:13])[CH3:12])=[O:54])=[CH:49][CH:50]=[CH:51][CH:52]=1. The catalyst class is: 2. (2) Reactant: [Na+].[C:2]([C:4]1[CH:9]=[CH:8][C:7]([NH:10][S:11](=O)(=[O:13])[O-:12])=[C:6]([O:15][CH3:16])[CH:5]=1)#[N:3].P(Cl)(Cl)(Cl)(Cl)[Cl:18]. Product: [C:2]([C:4]1[CH:9]=[CH:8][C:7]([NH:10][S:11]([Cl:18])(=[O:13])=[O:12])=[C:6]([O:15][CH3:16])[CH:5]=1)#[N:3]. The catalyst class is: 265. (3) Reactant: [Sn](Cl)Cl.[Cl:4][C:5]1[CH:10]=[CH:9][C:8]([N:11]=[N:12][C:13]2[CH:20]=[C:19]([F:21])[C:18]([F:22])=[CH:17][C:14]=2[C:15]#[N:16])=[CH:7][CH:6]=1. Product: [Cl:4][C:5]1[CH:6]=[CH:7][C:8]([N:11]2[C:15]([NH2:16])=[C:14]3[C:13]([CH:20]=[C:19]([F:21])[C:18]([F:22])=[CH:17]3)=[N:12]2)=[CH:9][CH:10]=1. The catalyst class is: 8. (4) Reactant: [Br:1][C:2]1[C:3]([O:20][CH3:21])=[C:4]([CH2:8][N:9]2C(=O)C3C(=CC=CC=3)C2=O)[CH:5]=[CH:6][CH:7]=1.O.NN. Product: [Br:1][C:2]1[C:3]([O:20][CH3:21])=[C:4]([CH2:8][NH2:9])[CH:5]=[CH:6][CH:7]=1. The catalyst class is: 14. (5) Reactant: [Cl:1][C:2]1[N:11]=[CH:10][C:9]2[NH:8][C:7](=[O:12])[CH:6]([CH3:13])[N:5]([C:14]3[CH:19]=[CH:18][CH:17]=[CH:16][CH:15]=3)[C:4]=2[N:3]=1.C(N(CC)CC)C.[C:27]1(B(O)O)[CH:32]=[CH:31][CH:30]=[CH:29][CH:28]=1. Product: [Cl:1][C:2]1[N:11]=[CH:10][C:9]2[N:8]([C:27]3[CH:32]=[CH:31][CH:30]=[CH:29][CH:28]=3)[C:7](=[O:12])[CH:6]([CH3:13])[N:5]([C:14]3[CH:15]=[CH:16][CH:17]=[CH:18][CH:19]=3)[C:4]=2[N:3]=1. The catalyst class is: 4. (6) Reactant: O[CH:2]1[C:6]2([CH2:11][CH2:10][N:9]([C:12]([O:14][C:15]([CH3:18])([CH3:17])[CH3:16])=[O:13])[CH2:8][CH2:7]2)[C:5](=[O:19])[N:4]([C:20]2[CH2:21][O:22][C:23](=[O:26])[C:24]=2[CH3:25])[CH2:3]1.C1CCN2C(=NCCC2)CC1.[B-](F)(F)(F)F.CCN([S+](F)F)CC. Product: [CH3:25][C:24]1[C:23](=[O:26])[O:22][CH2:21][C:20]=1[N:4]1[CH:3]=[CH:2][C:6]2([CH2:11][CH2:10][N:9]([C:12]([O:14][C:15]([CH3:18])([CH3:17])[CH3:16])=[O:13])[CH2:8][CH2:7]2)[C:5]1=[O:19]. The catalyst class is: 2. (7) Reactant: [CH:1]([N:4]1[CH:8]=[CH:7][N:6]=[CH:5]1)([CH3:3])[CH3:2].C1C(=O)N([Br:16])C(=O)C1. Product: [Br:16][C:8]1[N:4]([CH:1]([CH3:3])[CH3:2])[CH:5]=[N:6][CH:7]=1. The catalyst class is: 2.